This data is from Catalyst prediction with 721,799 reactions and 888 catalyst types from USPTO. The task is: Predict which catalyst facilitates the given reaction. (1) Reactant: [CH2:1]([NH:3][C:4](=[O:42])[O:5][CH2:6][CH:7]([NH:18][C:19](=[O:41])[CH2:20][N:21]1[C:25](=[O:26])[N:24]([CH2:27][C@H:28](O)[C:29]([F:32])([F:31])[F:30])[C:23]([C:34]2[CH:39]=[CH:38][C:37]([Cl:40])=[CH:36][CH:35]=2)=[N:22]1)[C:8]1[CH:13]=[CH:12][CH:11]=[CH:10][C:9]=1[C:14]([F:17])([F:16])[F:15])[CH3:2].Cl. Product: [CH2:1]([NH:3][C:4](=[O:42])[O:5][CH2:6][CH:7]([NH:18][C:19](=[O:41])[CH2:20][N:21]1[C:25](=[O:26])[N:24](/[CH:27]=[CH:28]/[C:29]([F:32])([F:31])[F:30])[C:23]([C:34]2[CH:35]=[CH:36][C:37]([Cl:40])=[CH:38][CH:39]=2)=[N:22]1)[C:8]1[CH:13]=[CH:12][CH:11]=[CH:10][C:9]=1[C:14]([F:17])([F:16])[F:15])[CH3:2]. The catalyst class is: 377. (2) Reactant: [NH2:1][CH2:2][C@H:3]([C:8]([O:10][C:11]([CH3:14])([CH3:13])[CH3:12])=[O:9])[C:4]([O:6][CH3:7])=[O:5].CCN(C(C)C)C(C)C.[N+:24]([C:27]1[CH:32]=[CH:31][CH:30]=[CH:29][C:28]=1[S:33](Cl)(=[O:35])=[O:34])([O-:26])=[O:25]. Product: [C:11]([O:10][C:8]([C@@H:3]([CH2:2][NH:1][S:33]([C:28]1[CH:29]=[CH:30][CH:31]=[CH:32][C:27]=1[N+:24]([O-:26])=[O:25])(=[O:34])=[O:35])[C:4]([O:6][CH3:7])=[O:5])=[O:9])([CH3:14])([CH3:13])[CH3:12]. The catalyst class is: 2. (3) Reactant: N[C:2]([C@:4]1([CH3:30])[CH2:8][CH2:7][C@H:6]([C:9]2[CH:14]=[CH:13][C:12]([O:15][CH2:16][C:17]3[CH:22]=[CH:21][CH:20]=[CH:19][CH:18]=3)=[CH:11][CH:10]=2)[N:5]1[C:23]([O:25][C:26]([CH3:29])([CH3:28])[CH3:27])=[O:24])=[O:3].[OH:31][Li].O. Product: [CH3:27][C:26]([O:25][C:23]([N:5]1[C@@H:6]([C:9]2[CH:14]=[CH:13][C:12]([O:15][CH2:16][C:17]3[CH:22]=[CH:21][CH:20]=[CH:19][CH:18]=3)=[CH:11][CH:10]=2)[CH2:7][CH2:8][C@@:4]1([CH3:30])[C:2]([OH:31])=[O:3])=[O:24])([CH3:29])[CH3:28]. The catalyst class is: 5. (4) Reactant: [CH3:1][C@H:2]1[CH2:7][N:6]([S:8]([C:11]2[CH:16]=[C:15]([C:17]([F:20])([F:19])[F:18])[CH:14]=[CH:13][C:12]=2[CH3:21])(=[O:10])=[O:9])[CH2:5][CH2:4][N:3]1C(OC(C)(C)C)=O.Cl. Product: [CH3:1][C@@H:2]1[NH:3][CH2:4][CH2:5][N:6]([S:8]([C:11]2[CH:16]=[C:15]([C:17]([F:20])([F:18])[F:19])[CH:14]=[CH:13][C:12]=2[CH3:21])(=[O:9])=[O:10])[CH2:7]1. The catalyst class is: 12. (5) Reactant: [F:1][CH:2]([F:5])[CH2:3]Cl.[C:6]1(=[O:16])[NH:10][C:9](=[O:11])[C:8]2=[CH:12][CH:13]=[CH:14][CH:15]=[C:7]12.[K]. Product: [F:1][CH:2]([F:5])[CH2:3][N:10]1[C:6](=[O:16])[C:7]2[C:8](=[CH:12][CH:13]=[CH:14][CH:15]=2)[C:9]1=[O:11]. The catalyst class is: 9. (6) Reactant: C1C=CC2N(O)N=NC=2C=1.CCN(C(C)C)C(C)C.[Br:20][C:21]1[CH:29]=[CH:28][C:27]([O:30][CH3:31])=[CH:26][C:22]=1[C:23]([OH:25])=O.CCN=C=NCCCN(C)C.Cl.[C:44]([O:48][C:49](=[O:60])[NH:50][CH2:51][C:52](=[O:59])[N:53]1[CH2:58][CH2:57][NH:56][CH2:55][CH2:54]1)([CH3:47])([CH3:46])[CH3:45]. Product: [C:44]([O:48][C:49](=[O:60])[NH:50][CH2:51][C:52]([N:53]1[CH2:54][CH2:55][N:56]([C:23](=[O:25])[C:22]2[CH:26]=[C:27]([O:30][CH3:31])[CH:28]=[CH:29][C:21]=2[Br:20])[CH2:57][CH2:58]1)=[O:59])([CH3:47])([CH3:45])[CH3:46]. The catalyst class is: 18. (7) Reactant: [Cl:1][C:2]1[C:7]([CH3:8])=[CH:6][C:5]([S:9]([NH:12][C:13]2[CH:14]=[C:15]([C:19]3[CH:24]=[CH:23][C:22]([C:25](O)=[O:26])=[CH:21][CH:20]=3)[CH:16]=[CH:17][CH:18]=2)(=[O:11])=[O:10])=[C:4]([CH3:28])[CH:3]=1.[H-].[Al+3].[Li+].[H-].[H-].[H-].C(OCC)C.O. Product: [Cl:1][C:2]1[C:7]([CH3:8])=[CH:6][C:5]([S:9]([NH:12][C:13]2[CH:14]=[C:15]([C:19]3[CH:20]=[CH:21][C:22]([CH2:25][OH:26])=[CH:23][CH:24]=3)[CH:16]=[CH:17][CH:18]=2)(=[O:10])=[O:11])=[C:4]([CH3:28])[CH:3]=1. The catalyst class is: 1.